Dataset: Forward reaction prediction with 1.9M reactions from USPTO patents (1976-2016). Task: Predict the product of the given reaction. (1) Given the reactants [Si]([O:8][C:9]1[CH:10]=[C:11]2[C:15](=[CH:16][CH:17]=1)[N:14]([CH3:18])[CH:13]=[CH:12]2)(C(C)(C)C)(C)C, predict the reaction product. The product is: [CH3:18][N:14]1[C:15]2[C:11](=[CH:10][C:9]([OH:8])=[CH:17][CH:16]=2)[CH:12]=[CH:13]1. (2) Given the reactants [N+:1]([C:4]1[CH:5]=[CH:6][C:7]2[N:8]([CH:10]=[C:11]([C:13]([O:15][CH2:16][CH3:17])=[O:14])[N:12]=2)[CH:9]=1)([O-])=O, predict the reaction product. The product is: [NH2:1][C:4]1[CH:5]=[CH:6][C:7]2[N:8]([CH:10]=[C:11]([C:13]([O:15][CH2:16][CH3:17])=[O:14])[N:12]=2)[CH:9]=1. (3) Given the reactants [C:1]([C:3]1[CH:8]([C:9]2[CH:10]=[C:11]3[C:15](=[CH:16][CH:17]=2)[NH:14][N:13]=[C:12]3[C:18]([OH:20])=O)[C:7]([C:21]#[N:22])=[C:6]([CH3:23])[NH:5][C:4]=1[CH3:24])#[N:2].CCN(CC)CC.CN(C(ON1N=NC2C=CC=NC1=2)=[N+](C)C)C.F[P-](F)(F)(F)(F)F.[CH3:56][N:57]([CH3:61])[CH2:58][CH2:59][NH2:60], predict the reaction product. The product is: [C:1]([C:3]1[CH:8]([C:9]2[CH:10]=[C:11]3[C:15](=[CH:16][CH:17]=2)[NH:14][N:13]=[C:12]3[C:18]([NH:60][CH2:59][CH2:58][N:57]([CH3:61])[CH3:56])=[O:20])[C:7]([C:21]#[N:22])=[C:6]([CH3:23])[NH:5][C:4]=1[CH3:24])#[N:2]. (4) Given the reactants [Cl:1][C:2]1[N:7]=[N:6][C:5]([NH:8][NH2:9])=[C:4]([CH3:10])[C:3]=1[CH3:11].C1([N:15]=[C:16]=[S:17])CC1.C(O[CH2:21][CH3:22])C.[CH2:23](Cl)Cl, predict the reaction product. The product is: [Cl:1][C:2]1[N:7]=[N:6][C:5]([NH:8][N:9]([CH:22]2[CH2:21][CH2:23]2)[C:16]([NH2:15])=[S:17])=[C:4]([CH3:10])[C:3]=1[CH3:11]. (5) Given the reactants [CH:1]([N:4]1[C:8]2[N:9]=[C:10]([C@H:14]3[C@H:18]([CH3:19])[CH2:17][NH:16][CH2:15]3)[NH:11][C:12](=[O:13])[C:7]=2[CH:6]=[N:5]1)([CH3:3])[CH3:2].[N:20]1[C:29]2[C:24](=[N:25][CH:26]=[CH:27][CH:28]=2)[C:23]([CH:30]=O)=[CH:22][CH:21]=1, predict the reaction product. The product is: [CH:1]([N:4]1[C:8]2[N:9]=[C:10]([C@H:14]3[C@H:18]([CH3:19])[CH2:17][N:16]([CH2:30][C:23]4[C:24]5[C:29](=[CH:28][CH:27]=[CH:26][N:25]=5)[N:20]=[CH:21][CH:22]=4)[CH2:15]3)[NH:11][C:12](=[O:13])[C:7]=2[CH:6]=[N:5]1)([CH3:3])[CH3:2]. (6) Given the reactants [Cl-].[Al+3].[Cl-].[Cl-].[Br:5][C:6]1[CH:11]=[CH:10][C:9]([C:12]2[CH:17]=[CH:16][CH:15]=[CH:14][CH:13]=2)=[C:8]([F:18])[CH:7]=1.[C:19]([CH2:23][CH2:24][C:25](Cl)=[O:26])([O:21][CH3:22])=[O:20], predict the reaction product. The product is: [Br:5][C:6]1[CH:11]=[CH:10][C:9]([C:12]2[CH:17]=[CH:16][C:15]([C:25](=[O:26])[CH2:24][CH2:23][C:19]([O:21][CH3:22])=[O:20])=[CH:14][CH:13]=2)=[C:8]([F:18])[CH:7]=1. (7) Given the reactants CN(OC)[C:3](=[O:37])[C:4]1[CH:9]=[CH:8][C:7]([CH3:10])=[C:6]([NH:11][C:12]([C:14]2[CH:19]=[CH:18][C:17]([NH:20][C:21]3[N:30]=[C:29]([C:31]4[CH:36]=[CH:35][CH:34]=[CH:33][CH:32]=4)[C:28]4[C:23](=[CH:24][CH:25]=[CH:26][CH:27]=4)[N:22]=3)=[CH:16][CH:15]=2)=[O:13])[CH:5]=1.[H-].C([Al+]CC(C)C)C(C)C.C(OCC)(=O)C, predict the reaction product. The product is: [CH:3]([C:4]1[CH:9]=[CH:8][C:7]([CH3:10])=[C:6]([NH:11][C:12](=[O:13])[C:14]2[CH:15]=[CH:16][C:17]([NH:20][C:21]3[N:30]=[C:29]([C:31]4[CH:32]=[CH:33][CH:34]=[CH:35][CH:36]=4)[C:28]4[C:23](=[CH:24][CH:25]=[CH:26][CH:27]=4)[N:22]=3)=[CH:18][CH:19]=2)[CH:5]=1)=[O:37].